Dataset: Full USPTO retrosynthesis dataset with 1.9M reactions from patents (1976-2016). Task: Predict the reactants needed to synthesize the given product. Given the product [Cl:1][C:2]1[CH:7]=[CH:6][CH:5]=[CH:4][C:3]=1[N:8]1[C:12]([S:13][C:14]2[CH:15]=[N:16][C:17]([Cl:20])=[CH:18][CH:19]=2)=[CH:11][C:10]([C:21]([NH:27][CH3:26])=[O:23])=[N:9]1, predict the reactants needed to synthesize it. The reactants are: [Cl:1][C:2]1[CH:7]=[CH:6][CH:5]=[CH:4][C:3]=1[N:8]1[C:12]([S:13][C:14]2[CH:15]=[N:16][C:17]([Cl:20])=[CH:18][CH:19]=2)=[CH:11][C:10]([C:21]([O:23]CC)=O)=[N:9]1.[CH3:26][NH2:27].CO.